Predict the reaction yield, written as a fraction of the theoretical maximum amount of product (1.0 means a 100% yield; for example, 0.34 means a 34% yield). From a dataset of Reaction yield outcomes from USPTO patents with 853,638 reactions. (1) The reactants are [NH2:1][C:2]1[N:7]=[CH:6][N:5]=[C:4]2[N:8]([C@@H:26]3[CH2:31][CH2:30][CH2:29][N:28]([C:32](=[O:36])[CH2:33][C:34]#[N:35])[CH2:27]3)[N:9]=[C:10]([C:11]3[CH:16]=[CH:15][C:14]([O:17][C:18]4[C:23]([F:24])=[CH:22][CH:21]=[CH:20][C:19]=4[F:25])=[CH:13][CH:12]=3)[C:3]=12.N1[CH2:42][CH2:41][CH2:40][CH2:39]C1.C1(C=O)CC1. The catalyst is CO. The product is [NH2:1][C:2]1[N:7]=[CH:6][N:5]=[C:4]2[N:8]([C@@H:26]3[CH2:31][CH2:30][CH2:29][N:28]([C:32]([C:33](=[CH:39][CH:40]4[CH2:42][CH2:41]4)[C:34]#[N:35])=[O:36])[CH2:27]3)[N:9]=[C:10]([C:11]3[CH:16]=[CH:15][C:14]([O:17][C:18]4[C:23]([F:24])=[CH:22][CH:21]=[CH:20][C:19]=4[F:25])=[CH:13][CH:12]=3)[C:3]=12. The yield is 0.210. (2) The reactants are CSC1N=C2N(C[C@H]3CC[C@H]([NH:25][C:26](=[O:32])[O:27]C(C)(C)C)CC3)N=C(C3C=CC=CC=3)C2=CN=1.Cl[C:34]1[CH:35]=[C:36]([CH:41]=[CH:42][CH:43]=1)C(OO)=O.CN.C1COCC1. The catalyst is C(Cl)Cl. The product is [C:26](=[O:27])([O:32][CH:34]1[CH2:35][CH2:36][CH2:41][CH2:42][CH2:43]1)[NH2:25]. The yield is 0.760. (3) The reactants are [CH2:1]([O:3][C:4](=[O:25])[CH2:5][CH2:6][CH2:7][CH2:8][CH2:9][CH2:10][O:11][C:12]1[CH:13]=[C:14]([CH:20]=[CH:21][C:22]=1[O:23][CH3:24])[C:15]([O:17][CH2:18][CH3:19])=[O:16])[CH3:2].[N+:26]([O-])([OH:28])=[O:27]. The catalyst is C(O)(=O)C. The product is [CH2:1]([O:3][C:4](=[O:25])[CH2:5][CH2:6][CH2:7][CH2:8][CH2:9][CH2:10][O:11][C:12]1[C:22]([O:23][CH3:24])=[CH:21][C:20]([N+:26]([O-:28])=[O:27])=[C:14]([CH:13]=1)[C:15]([O:17][CH2:18][CH3:19])=[O:16])[CH3:2]. The yield is 0.964. (4) The reactants are BrCCBr.C[Si](Cl)(C)C.[CH3:10][O:11][C:12](=[O:23])/[C:13](/I)=[CH:14]\[CH:15]1[CH2:21][CH2:20][CH2:19][CH2:18][CH2:17][CH2:16]1.C1(P(C2C=CC=CC=2)C2C=CC=CC=2)C=CC=CC=1.[Cl:43][C:44]1[CH:49]=[C:48](I)[CH:47]=[CH:46][C:45]=1[N:51]1[C:55]([CH3:56])=[N:54][N:53]=[N:52]1.[Cl-].[NH4+]. The catalyst is O1CCCC1.[Zn].C1C=CC(/C=C/C(/C=C/C2C=CC=CC=2)=O)=CC=1.C1C=CC(/C=C/C(/C=C/C2C=CC=CC=2)=O)=CC=1.[Pd]. The product is [CH3:10][O:11][C:12](=[O:23])/[C:13](/[C:48]1[CH:47]=[CH:46][C:45]([N:51]2[C:55]([CH3:56])=[N:54][N:53]=[N:52]2)=[C:44]([Cl:43])[CH:49]=1)=[CH:14]/[CH:15]1[CH2:21][CH2:20][CH2:19][CH2:18][CH2:17][CH2:16]1. The yield is 0.850. (5) The reactants are [CH2:1]([NH:3][C:4]1[C:9]([N+:10]([O-])=O)=[CH:8][CH:7]=[C:6]([F:13])[C:5]=1[C:14]1[CH:19]=[CH:18][CH:17]=[CH:16][N:15]=1)[CH3:2]. The yield is 0.690. The product is [CH2:1]([NH:3][C:4]1[C:9]([NH2:10])=[CH:8][CH:7]=[C:6]([F:13])[C:5]=1[C:14]1[CH:19]=[CH:18][CH:17]=[CH:16][N:15]=1)[CH3:2]. The catalyst is [Pd].C(OCC)(=O)C. (6) The reactants are [CH:1]1([C:7]2([CH3:15])[N:11]([CH3:12])[C:10](=[O:13])[NH:9][C:8]2=[O:14])[CH2:6][CH2:5][CH2:4][CH:3]=[CH:2]1.C(=O)([O-])[O-].[K+].[K+].Br[CH2:23][C:24]([C:26]1[CH:31]=[CH:30][CH:29]=[CH:28][CH:27]=1)=[O:25].C(Cl)Cl. The catalyst is CN(C=O)C.O. The product is [CH:1]1([C:7]2([CH3:15])[N:11]([CH3:12])[C:10](=[O:13])[N:9]([CH2:23][C:24](=[O:25])[C:26]3[CH:31]=[CH:30][CH:29]=[CH:28][CH:27]=3)[C:8]2=[O:14])[CH2:6][CH2:5][CH2:4][CH:3]=[CH:2]1. The yield is 0.240. (7) The reactants are C(O[C:6]([N:8]1[CH2:13][CH2:12][N:11](C2C(=O)N(CC(C)C)N=C(C3C=CC(C)=C(F)C=3)C=2C)[CH2:10][CH2:9]1)=O)(C)(C)C.[F:34][C:35]1[CH:36]=[C:37]([C:42]2[CH:43]=[C:44]([CH2:53]OS(C)(=O)=O)[C:45](=[O:52])[N:46]([CH2:48][CH:49]([CH3:51])[CH3:50])[N:47]=2)[CH:38]=[CH:39][C:40]=1[F:41].CN1CCNCC1. No catalyst specified. The product is [F:34][C:35]1[CH:36]=[C:37]([C:42]2[CH:43]=[C:44]([CH2:53][N:11]3[CH2:12][CH2:13][N:8]([CH3:6])[CH2:9][CH2:10]3)[C:45](=[O:52])[N:46]([CH2:48][CH:49]([CH3:51])[CH3:50])[N:47]=2)[CH:38]=[CH:39][C:40]=1[F:41]. The yield is 0.791. (8) The reactants are [CH3:1][O:2][CH2:3][O:4][C@H:5]1[CH2:9][CH2:8][N:7]([CH2:10][C@H:11]([C:13]2[CH:18]=[CH:17][CH:16]=[CH:15][CH:14]=2)O)[CH2:6]1.COCO[C@H]1CCN([C@H](C2C=CC=CC=2)CO)C1.[NH2:37][C:38]1[CH:47]=[CH:46][C:41]([C:42]([O:44][CH3:45])=[O:43])=[CH:40][CH:39]=1. No catalyst specified. The product is [CH3:1][O:2][CH2:3][O:4][C@H:5]1[CH2:9][CH2:8][N:7]([CH2:10][C@@H:11]([NH:37][C:38]2[CH:39]=[CH:40][C:41]([C:42]([O:44][CH3:45])=[O:43])=[CH:46][CH:47]=2)[C:13]2[CH:18]=[CH:17][CH:16]=[CH:15][CH:14]=2)[CH2:6]1. The yield is 0.690. (9) No catalyst specified. The reactants are [C:1]([NH:4][C@H:5]1[C@H:10]([C@H:11]([OH:16])[C@H:12]([OH:15])[CH2:13][OH:14])[O:9][C@:8]([OH:20])([C:17]([OH:19])=[O:18])[CH2:7][C@@H:6]1[OH:21])(=[O:3])[CH3:2].[CH3:22]O. The yield is 0.980. The product is [C:1]([NH:4][C@H:5]1[C@H:10]([C@H:11]([OH:16])[C@H:12]([OH:15])[CH2:13][OH:14])[O:9][C@:8]([OH:20])([C:17]([O:19][CH3:22])=[O:18])[CH2:7][C@@H:6]1[OH:21])(=[O:3])[CH3:2]. (10) The product is [CH3:1][O:2][C:3](=[O:27])[CH:4]([O:20][C:21]1[CH:22]=[CH:23][CH:24]=[CH:25][CH:26]=1)[CH2:5][C:6]1[CH:11]=[CH:10][C:9]([OH:12])=[CH:8][CH:7]=1. The catalyst is C(OCC)(=O)C.[Pd].[OH-].[Pd+2].[OH-]. The reactants are [CH3:1][O:2][C:3](=[O:27])[CH:4]([O:20][C:21]1[CH:26]=[CH:25][CH:24]=[CH:23][CH:22]=1)[CH2:5][C:6]1[CH:11]=[CH:10][C:9]([O:12]CC2C=CC=CC=2)=[CH:8][CH:7]=1.C(O)C. The yield is 0.950.